Dataset: Reaction yield outcomes from USPTO patents with 853,638 reactions. Task: Predict the reaction yield, written as a fraction of the theoretical maximum amount of product (1.0 means a 100% yield; for example, 0.34 means a 34% yield). (1) The reactants are [C:1]([O:4][C:5]1[C:6](=[CH:10][CH:11]=[CH:12][CH:13]=1)[C:7]([OH:9])=[O:8])(=[O:3])[CH3:2].OC1C2N=NNC=2C=CC=1.C1CCC(N=C=NC2CCCCC2)CC1.O[C:40]1[CH:48]=[CH:47][C:43]([C:44]([NH2:46])=[O:45])=[CH:42][CH:41]=1. The catalyst is CN(C)C=O.C(Cl)(Cl)Cl. The product is [C:1]([O:4][C:5]1[CH:13]=[CH:12][CH:11]=[CH:10][C:6]=1[C:7]([O:9][C:40]1[CH:48]=[CH:47][C:43]([C:44](=[O:45])[NH2:46])=[CH:42][CH:41]=1)=[O:8])(=[O:3])[CH3:2]. The yield is 0.470. (2) The reactants are [Cl:1][C:2]1[CH:10]=[CH:9][C:8]([Cl:11])=[CH:7][C:3]=1[C:4]([OH:6])=O.[CH3:12][C:13]([C:15]1[CH:20]=[CH:19][C:18]([NH2:21])=[CH:17][CH:16]=1)=[O:14].C(N(CC)CC)C. The catalyst is S(Cl)(Cl)=O.C1COCC1. The product is [C:13]([C:15]1[CH:20]=[CH:19][C:18]([NH:21][C:4](=[O:6])[C:3]2[CH:7]=[C:8]([Cl:11])[CH:9]=[CH:10][C:2]=2[Cl:1])=[CH:17][CH:16]=1)(=[O:14])[CH3:12]. The yield is 0.760. (3) The reactants are [OH:1][CH:2](CO)[CH2:3][O:4][C:5]1[C:10]([CH3:11])=[CH:9][C:8]([C:12]2[CH:17]=[CH:16][C:15]([C:18]([O:20][CH3:21])=[O:19])=[C:14]([CH:22]([CH3:24])[CH3:23])[CH:13]=2)=[CH:7][C:6]=1[CH3:25].I([O-])(=O)(=O)=O.[Na+]. The catalyst is C(#N)C.O.COC(C)(C)C. The product is [CH:2]([CH2:3][O:4][C:5]1[C:6]([CH3:25])=[CH:7][C:8]([C:12]2[CH:17]=[CH:16][C:15]([C:18]([O:20][CH3:21])=[O:19])=[C:14]([CH:22]([CH3:23])[CH3:24])[CH:13]=2)=[CH:9][C:10]=1[CH3:11])=[O:1]. The yield is 1.06.